From a dataset of Forward reaction prediction with 1.9M reactions from USPTO patents (1976-2016). Predict the product of the given reaction. (1) Given the reactants [CH3:1][C:2]1([CH3:18])[C:6]2[CH2:7][CH2:8][C:9]3[CH:10]=[N:11][CH:12]=[N:13][C:14]=3[C:5]=2[C:4]([CH3:16])([CH3:15])[CH:3]1[CH3:17].S(=O)(=O)(O)O, predict the reaction product. The product is: [CH3:1][C:2]1([CH3:18])[C:6]2[CH2:7][CH2:8][C:9]3[CH:10]=[N:11][CH:12]=[N:13][C:14]=3[C:5]=2[C:4]([CH3:16])([CH3:15])[CH:3]1[CH3:17].[CH3:1][C:2]1([CH3:18])[C:6]2=[CH:7][CH:8]=[C:9]3[C:14]([N:13]=[CH:12][N:11]=[CH:10]3)=[C:5]2[C:4]([CH3:16])([CH3:15])[CH:3]1[CH3:17]. (2) Given the reactants NC1C(NC)=[C:4]([CH:9]=[C:10]([C:12]2[C:13]([CH3:18])=[N:14][O:15][C:16]=2[CH3:17])[CH:11]=1)[C:5]([O:7][CH3:8])=[O:6].[C:21]([N:28]1[CH:32]=[CH:31][N:30]=[CH:29]1)(N1C=CN=C1)=O.[O:33]1CCCC1, predict the reaction product. The product is: [CH3:18][C:13]1[C:12]([C:10]2[CH:9]=[C:4]([C:5]([O:7][CH3:8])=[O:6])[C:32]3[N:28]([CH3:21])[C:29](=[O:33])[NH:30][C:31]=3[CH:11]=2)=[C:16]([CH3:17])[O:15][N:14]=1.